Predict the reactants needed to synthesize the given product. From a dataset of Retrosynthesis with 50K atom-mapped reactions and 10 reaction types from USPTO. Given the product CN(CCOc1ccc(C=C2SC(=O)NC2=O)cc1)c1nc2ccccc2o1, predict the reactants needed to synthesize it. The reactants are: CN(CCOc1ccc(C=O)cc1)c1nc2ccccc2o1.O=C1CSC(=O)N1.